This data is from NCI-60 drug combinations with 297,098 pairs across 59 cell lines. The task is: Regression. Given two drug SMILES strings and cell line genomic features, predict the synergy score measuring deviation from expected non-interaction effect. (1) Drug 1: C1CN1P(=S)(N2CC2)N3CC3. Drug 2: CN1C(=O)N2C=NC(=C2N=N1)C(=O)N. Cell line: CCRF-CEM. Synergy scores: CSS=78.9, Synergy_ZIP=2.37, Synergy_Bliss=7.70, Synergy_Loewe=9.53, Synergy_HSA=11.3. (2) Drug 1: CC1OCC2C(O1)C(C(C(O2)OC3C4COC(=O)C4C(C5=CC6=C(C=C35)OCO6)C7=CC(=C(C(=C7)OC)O)OC)O)O. Drug 2: C1=CC(=CC=C1CCCC(=O)O)N(CCCl)CCCl. Cell line: UACC-257. Synergy scores: CSS=18.9, Synergy_ZIP=-3.01, Synergy_Bliss=4.60, Synergy_Loewe=4.04, Synergy_HSA=5.94.